Dataset: Full USPTO retrosynthesis dataset with 1.9M reactions from patents (1976-2016). Task: Predict the reactants needed to synthesize the given product. The reactants are: I[C:2]1[CH:3]=[C:4]([C:8]2[CH2:14][C:13](=[O:15])[NH:12][C:11]3[CH:16]=[C:17]([N:20]4[CH:24]=[CH:23][CH:22]=[CH:21]4)[CH:18]=[CH:19][C:10]=3[N:9]=2)[CH:5]=[CH:6][CH:7]=1.C1C=CC(P(C2C=CC=CC=2)C2C=CC=CC=2)=CC=1.C[N:45]([CH:47]=[O:48])C. Given the product [O:15]=[C:13]1[CH2:14][C:8]([C:4]2[CH:3]=[C:2]([CH:7]=[CH:6][CH:5]=2)[C:47]([NH2:45])=[O:48])=[N:9][C:10]2[CH:19]=[CH:18][C:17]([N:20]3[CH:24]=[CH:23][CH:22]=[CH:21]3)=[CH:16][C:11]=2[NH:12]1, predict the reactants needed to synthesize it.